Dataset: Catalyst prediction with 721,799 reactions and 888 catalyst types from USPTO. Task: Predict which catalyst facilitates the given reaction. (1) Reactant: C(NC(C)C)(C)C.C([Li])CCC.[CH2:13]1[C:18]2([CH2:24][CH2:23][CH2:22][CH2:21][CH2:20][C:19]2=[O:25])[CH2:17][CH2:16][CH2:15][CH2:14]1.[C:26](=O)([O:29]C)[O:27][CH3:28].CN(P(N(C)C)(N(C)C)=O)C. Product: [O:25]=[C:19]1[CH:20]([C:26]([O:27][CH3:28])=[O:29])[CH2:21][CH2:22][CH2:23][CH2:24][C:18]21[CH2:17][CH2:16][CH2:15][CH2:14][CH2:13]2. The catalyst class is: 1. (2) Reactant: [C:1]1(=[CH:7][CH:8]=O)[CH2:6][CH2:5][CH2:4][CH2:3][CH2:2]1.[C:10]1([S:16]([C:19]#[N:20])(=[O:18])=[O:17])[CH:15]=[CH:14][CH:13]=[CH:12][CH:11]=1.B(OCCCC)(OCCCC)OCCCC.C(O)CCC. Product: [C:10]1([S:16]([C:19]2[C:2]3[CH2:3][CH2:4][CH2:5][CH2:6][C:1]=3[CH:7]=[CH:8][N:20]=2)(=[O:17])=[O:18])[CH:11]=[CH:12][CH:13]=[CH:14][CH:15]=1. The catalyst class is: 11. (3) Reactant: [C:1]([C:4]1[CH:9]=[N:8][NH:7][C:6](=[O:10])[C:5]=1[C:11]1[CH:16]=[CH:15][CH:14]=[CH:13][CH:12]=1)(=[O:3])[CH3:2].C(=O)([O-])[O-].[K+].[K+].[CH2:23](Br)[C:24]1[CH:29]=[CH:28][CH:27]=[CH:26][CH:25]=1. Product: [C:1]([C:4]1[CH:9]=[N:8][N:7]([CH2:23][C:24]2[CH:29]=[CH:28][CH:27]=[CH:26][CH:25]=2)[C:6](=[O:10])[C:5]=1[C:11]1[CH:16]=[CH:15][CH:14]=[CH:13][CH:12]=1)(=[O:3])[CH3:2]. The catalyst class is: 3. (4) The catalyst class is: 6. Product: [Br:15][C:16]1[CH:17]=[C:18]([CH:22]=[CH:23][C:24]=1[O:25][C:26]([F:27])([F:28])[F:29])[CH:19]=[O:20]. Reactant: FC(F)(F)C1C=CC=C(C(F)(F)F)C=1.[Br:15][C:16]1[CH:17]=[C:18]([CH:22]=[CH:23][C:24]=1[O:25][C:26]([F:29])([F:28])[F:27])[C:19](Cl)=[O:20].[H][H]. (5) Reactant: [OH:1][C:2]1[CH:10]=[CH:9][C:5]([C:6](O)=[O:7])=[CH:4][C:3]=1[N+:11]([O-:13])=[O:12].S(Cl)([Cl:16])=O. Product: [OH:1][C:2]1[CH:10]=[CH:9][C:5]([C:6]([Cl:16])=[O:7])=[CH:4][C:3]=1[N+:11]([O-:13])=[O:12]. The catalyst class is: 57. (6) Reactant: N[C:2]1[CH:3]=[C:4]([CH:16]=[CH:17][C:18]=1OC)[C:5]([NH:7]C1C=CC(F)=C(F)C=1)=[O:6].ClS(N=C=O)(=O)=O.C(N(CC)CC)C.CNC.Cl. Product: [C:5]([NH2:7])(=[O:6])[C:4]1[CH:16]=[CH:17][CH:18]=[CH:2][CH:3]=1. The catalyst class is: 2. (7) Reactant: [C:1](=O)([O-])[O-].[Cs+].[Cs+].[C:7]([O:11][C:12]([N:14]1[CH2:19][CH2:18][C:17]2[NH:20][C:21]([C:24]3[CH:29]=[CH:28][N:27]=[C:26]([NH2:30])[N:25]=3)=[C:22]([I:23])[C:16]=2[C:15]1=[O:31])=[O:13])([CH3:10])([CH3:9])[CH3:8].CI.O. Product: [C:7]([O:11][C:12]([N:14]1[CH2:19][CH2:18][C:17]2[N:20]([CH3:1])[C:21]([C:24]3[CH:29]=[CH:28][N:27]=[C:26]([NH2:30])[N:25]=3)=[C:22]([I:23])[C:16]=2[C:15]1=[O:31])=[O:13])([CH3:10])([CH3:8])[CH3:9]. The catalyst class is: 85. (8) Reactant: Br[C:2]1[CH:3]=[C:4]2[C:9](=[CH:10][CH:11]=1)[N:8]1[C:12]([CH3:15])=[N:13][N:14]=[C:7]1[CH2:6][CH2:5]2.[B:16]1([B:16]2[O:20][C:19]([CH3:22])([CH3:21])[C:18]([CH3:24])([CH3:23])[O:17]2)[O:20][C:19]([CH3:22])([CH3:21])[C:18]([CH3:24])([CH3:23])[O:17]1.C([O-])(=O)C.[K+].C1(P(C2CCCCC2)C2CCCCC2)CCCCC1. Product: [CH3:15][C:12]1[N:8]2[C:9]3[C:4]([CH2:5][CH2:6][C:7]2=[N:14][N:13]=1)=[CH:3][C:2]([B:16]1[O:20][C:19]([CH3:22])([CH3:21])[C:18]([CH3:24])([CH3:23])[O:17]1)=[CH:11][CH:10]=3. The catalyst class is: 102. (9) Product: [F:1][C:2]1[CH:7]=[CH:6][C:5]([N:8]2[C:12]([C:54]3[CH:53]=[CH:52][CH:51]=[C:50]([CH2:20][O:19][C@H:17]([CH3:18])[C:16]([F:30])([F:29])[F:15])[CH:55]=3)=[CH:11][C:10]([NH2:14])=[N:9]2)=[CH:4][CH:3]=1. Reactant: [F:1][C:2]1[CH:7]=[CH:6][C:5]([N:8]2[C:12](I)=[CH:11][C:10]([NH2:14])=[N:9]2)=[CH:4][CH:3]=1.[F:15][C:16]([F:30])([F:29])[C@H:17]([O:19][C:20]1C=C(B(O)O)C=CC=1)[CH3:18].C(=O)([O-])[O-].[Na+].[Na+].[CH:50]1(P([CH:50]2[CH2:55][CH2:54][CH2:53][CH2:52][CH2:51]2)[CH:50]2[CH2:55][CH2:54][CH2:53][CH2:52][CH2:51]2)[CH2:55][CH2:54][CH2:53][CH2:52][CH2:51]1. The catalyst class is: 848.